Predict which catalyst facilitates the given reaction. From a dataset of Catalyst prediction with 721,799 reactions and 888 catalyst types from USPTO. Reactant: [Cl:1][C:2]1[CH:7]=[CH:6][C:5]([N:8]2[C:17](=[O:18])[C:16]3[C:11](=[CH:12][CH:13]=[CH:14][CH:15]=3)[N:10]=[C:9]2[C:19]2[CH:24]=[CH:23][C:22]([N+]([O-])=O)=[C:21](/[CH:28]=[CH:29]/[N:30](C)C)[CH:20]=2)=[CH:4][CH:3]=1.[OH-].[Na+]. Product: [Cl:1][C:2]1[CH:3]=[CH:4][C:5]([N:8]2[C:17](=[O:18])[C:16]3[C:11](=[CH:12][CH:13]=[CH:14][CH:15]=3)[N:10]=[C:9]2[C:19]2[CH:20]=[C:21]3[C:22](=[CH:23][CH:24]=2)[NH:30][CH:29]=[CH:28]3)=[CH:6][CH:7]=1. The catalyst class is: 565.